Predict which catalyst facilitates the given reaction. From a dataset of Catalyst prediction with 721,799 reactions and 888 catalyst types from USPTO. (1) Reactant: Cl[C:2]1[CH:7]=[CH:6][C:5]([N+:8]([O-:10])=[O:9])=[CH:4][N:3]=1.[CH:11]([C:14]1[CH:19]=[CH:18][C:17]([OH:20])=[CH:16][CH:15]=1)([CH3:13])[CH3:12].C([O-])([O-])=O.[K+].[K+]. Product: [CH:11]([C:14]1[CH:19]=[CH:18][C:17]([O:20][C:2]2[CH:7]=[CH:6][C:5]([N+:8]([O-:10])=[O:9])=[CH:4][N:3]=2)=[CH:16][CH:15]=1)([CH3:13])[CH3:12]. The catalyst class is: 3. (2) Reactant: [CH3:1][C:2]([C:4]1[CH:9]=[C:8]([F:10])[C:7]([O:11][CH3:12])=[C:6]([F:13])[CH:5]=1)=[O:3].[C:14](OC)(=[O:19])[C:15]([O:17][CH3:18])=[O:16].C[O-].[Na+]. Product: [F:13][C:6]1[CH:5]=[C:4]([C:2](=[O:3])[CH2:1][C:14](=[O:19])[C:15]([O:17][CH3:18])=[O:16])[CH:9]=[C:8]([F:10])[C:7]=1[O:11][CH3:12]. The catalyst class is: 100.